The task is: Predict the reaction yield, written as a fraction of the theoretical maximum amount of product (1.0 means a 100% yield; for example, 0.34 means a 34% yield).. This data is from Reaction yield outcomes from USPTO patents with 853,638 reactions. (1) The reactants are [Cl:1][C:2]1[CH:7]=[CH:6][C:5]([B:8]([OH:10])[OH:9])=[C:4]([CH3:11])[CH:3]=1.O[C:13]([C:16](O)([CH3:18])[CH3:17])([CH3:15])[CH3:14].[O-]S([O-])(=O)=O.[Mg+2]. The catalyst is C(OCC)C. The product is [Cl:1][C:2]1[CH:7]=[CH:6][C:5]([B:8]2[O:10][C:16]([CH3:18])([CH3:17])[C:13]([CH3:15])([CH3:14])[O:9]2)=[C:4]([CH3:11])[CH:3]=1. The yield is 0.970. (2) The reactants are [Cl:1][C:2]1[C:3](Cl)=[N:4][CH:5]=[C:6]([CH:12]=1)[C:7]([O:9][CH2:10][CH3:11])=[O:8].[C:14]([O:18][C:19]([N:21]1[CH2:26][CH2:25][NH:24][CH2:23][CH2:22]1)=[O:20])([CH3:17])([CH3:16])[CH3:15].C(N(CC)C(C)C)(C)C.O. The catalyst is CN1CCCC1=O. The product is [C:14]([O:18][C:19]([N:21]1[CH2:26][CH2:25][N:24]([C:3]2[C:2]([Cl:1])=[CH:12][C:6]([C:7]([O:9][CH2:10][CH3:11])=[O:8])=[CH:5][N:4]=2)[CH2:23][CH2:22]1)=[O:20])([CH3:17])([CH3:15])[CH3:16]. The yield is 0.950. (3) The reactants are [C:1]([C:5]1[CH:12]=[CH:11][C:8]([CH:9]=O)=[CH:7][CH:6]=1)([CH3:4])([CH3:3])[CH3:2].[Cl:13][C:14]1[CH:15]=[C:16]([CH2:21][CH2:22][NH2:23])[CH:17]=[CH:18][C:19]=1[Cl:20].[BH4-].[Na+]. The catalyst is CO.Cl. The product is [C:1]([C:5]1[CH:12]=[CH:11][C:8]([CH2:9][NH:23][CH2:22][CH2:21][C:16]2[CH:17]=[CH:18][C:19]([Cl:20])=[C:14]([Cl:13])[CH:15]=2)=[CH:7][CH:6]=1)([CH3:4])([CH3:3])[CH3:2]. The yield is 0.970. (4) The reactants are [F:1][C:2]1[CH:3]=[C:4]([C@@H:14]([NH:16][C:17](=[O:23])[O:18][C:19]([CH3:22])([CH3:21])[CH3:20])[CH3:15])[CH:5]=[CH:6][C:7]=1[C:8](=[O:13])N(OC)C.[H-].[H-].[H-].[H-].[Li+].[Al+3].CCOC(C)=O.CCCCCCC. The catalyst is C1COCC1. The product is [F:1][C:2]1[CH:3]=[C:4]([C@@H:14]([NH:16][C:17](=[O:23])[O:18][C:19]([CH3:22])([CH3:21])[CH3:20])[CH3:15])[CH:5]=[CH:6][C:7]=1[CH:8]=[O:13]. The yield is 0.790.